The task is: Predict the reactants needed to synthesize the given product.. This data is from Full USPTO retrosynthesis dataset with 1.9M reactions from patents (1976-2016). Given the product [Na:30].[CH3:29][C:12]1[C:13]([CH2:17][S:18]([C:20]2[NH:24][C:23]3[CH:25]=[CH:26][CH:27]=[CH:28][C:22]=3[N:21]=2)=[O:19])=[N:14][CH:15]=[CH:16][C:11]=1[O:10][CH2:70][CH2:69][C:61]1([CH3:60])[O:62][CH2:63][C:64]2([CH2:66][CH2:65]2)[CH2:67][O:68]1, predict the reactants needed to synthesize it. The reactants are: COC1OCC(C[O:10][C:11]2[CH:16]=[CH:15][N:14]=[C:13]([CH2:17][S:18]([C:20]3[NH:24][C:23]4[CH:25]=[CH:26][CH:27]=[CH:28][C:22]=4[N:21]=3)=[O:19])[C:12]=2[CH3:29])CO1.[Na:30].COC1OCC(COC2C=CN=C(CS(C3NC4C=CC=CC=4N=3)=O)C=2C)CO1.[CH3:60][C:61]1([CH2:69][CH2:70]O)[O:68][CH2:67][C:64]2([CH2:66][CH2:65]2)[CH2:63][O:62]1.